From a dataset of Peptide-MHC class I binding affinity with 185,985 pairs from IEDB/IMGT. Regression. Given a peptide amino acid sequence and an MHC pseudo amino acid sequence, predict their binding affinity value. This is MHC class I binding data. The peptide sequence is YVIKVSARV. The MHC is HLA-B35:01 with pseudo-sequence HLA-B35:01. The binding affinity (normalized) is 0.